The task is: Predict the reactants needed to synthesize the given product.. This data is from Full USPTO retrosynthesis dataset with 1.9M reactions from patents (1976-2016). (1) Given the product [C:18]([C:16]1[CH:15]=[CH:14][N:13]=[C:12]([NH:11][C:9]2[N:8]=[C:7]([C:20]3[CH:21]=[N:22][C:23]([N:26]4[CH2:31][CH2:30][N:29]([CH2:40][C:41]([O:43][C:44]([CH3:47])([CH3:46])[CH3:45])=[O:42])[CH2:28][CH2:27]4)=[CH:24][CH:25]=3)[CH:6]=[C:5]([CH:2]3[CH2:3][CH2:4]3)[CH:10]=2)[CH:17]=1)#[N:19], predict the reactants needed to synthesize it. The reactants are: Cl.[CH:2]1([C:5]2[CH:10]=[C:9]([NH:11][C:12]3[CH:17]=[C:16]([C:18]#[N:19])[CH:15]=[CH:14][N:13]=3)[N:8]=[C:7]([C:20]3[CH:21]=[N:22][C:23]([N:26]4[CH2:31][CH2:30][NH:29][CH2:28][CH2:27]4)=[CH:24][CH:25]=3)[CH:6]=2)[CH2:4][CH2:3]1.C(N(CC)CC)C.Br[CH2:40][C:41]([O:43][C:44]([CH3:47])([CH3:46])[CH3:45])=[O:42].C(Cl)(Cl)Cl. (2) Given the product [CH3:17][N:14]1[C:15]2[C:11](=[CH:10][CH:9]=[C:8]([C:6]3[O:7][C:1]([CH3:2])=[N:4][N:5]=3)[CH:16]=2)[C:12]([CH3:20])([CH3:19])[C:13]1=[O:18], predict the reactants needed to synthesize it. The reactants are: [C:1]([NH:4][NH:5][C:6]([C:8]1[CH:16]=[C:15]2[C:11]([C:12]([CH3:20])([CH3:19])[C:13](=[O:18])[N:14]2[CH3:17])=[CH:10][CH:9]=1)=[O:7])(=O)[CH3:2].C(N(CC)CC)C.C1(C)C=CC(S(Cl)(=O)=O)=CC=1.C(=O)(O)[O-].[Na+]. (3) Given the product [C:1]([O:5][C:6](=[O:14])[NH:7][CH:8]1[CH2:13][CH2:12][N:11]([CH:16]2[CH2:20][CH2:19][CH2:18][CH2:17]2)[CH2:10][CH2:9]1)([CH3:4])([CH3:2])[CH3:3], predict the reactants needed to synthesize it. The reactants are: [C:1]([O:5][C:6](=[O:14])[NH:7][CH:8]1[CH2:13][CH2:12][NH:11][CH2:10][CH2:9]1)([CH3:4])([CH3:3])[CH3:2].I[CH:16]1[CH2:20][CH2:19][CH2:18][CH2:17]1.C([O-])([O-])=O.[K+].[K+].